From a dataset of Full USPTO retrosynthesis dataset with 1.9M reactions from patents (1976-2016). Predict the reactants needed to synthesize the given product. (1) Given the product [ClH:1].[C:66]([C:63]1[CH:64]=[CH:65][C:60]([C:59]([N:35]2[CH2:34][C@H:33]([NH2:32])[C:39](=[O:40])[N:38]([CH2:41][C:42]3[C:51]4[C:46](=[CH:47][C:48]([Br:52])=[CH:49][CH:50]=4)[CH:45]=[CH:44][C:43]=3[O:53][CH3:54])[C:37]3[CH:55]=[CH:56][CH:57]=[CH:58][C:36]2=3)=[O:69])=[CH:61][CH:62]=1)(=[O:68])[CH3:67], predict the reactants needed to synthesize it. The reactants are: [ClH:1].C(C1C=CC(C(N2C[C@H](N)C(=O)NC3C=CC=CC2=3)=O)=CC=1)(=O)C.C(OC(=O)[NH:32][C@@H:33]1[C:39](=[O:40])[N:38]([CH2:41][C:42]2[C:51]3[C:46](=[CH:47][C:48]([Br:52])=[CH:49][CH:50]=3)[CH:45]=[CH:44][C:43]=2[O:53][CH3:54])[C:37]2[CH:55]=[CH:56][CH:57]=[CH:58][C:36]=2[N:35]([C:59](=[O:69])[C:60]2[CH:65]=[CH:64][C:63]([C:66](=[O:68])[CH3:67])=[CH:62][CH:61]=2)[CH2:34]1)(C)(C)C. (2) Given the product [CH3:1][C:2]1[C:7]([CH:8]([CH2:13][CH2:14][CH3:15])[C:9]([O:11][CH3:12])=[O:10])=[C:6]([C:16]2[CH:21]=[CH:20][CH:19]=[CH:18][CH:17]=2)[N:5]=[C:4]([CH2:22][CH2:23][C:24]2[CH:29]=[CH:28][CH:27]=[CH:26][CH:25]=2)[N:3]=1, predict the reactants needed to synthesize it. The reactants are: [CH3:1][C:2]1[C:7]([CH:8]([CH2:13][CH2:14][CH3:15])[C:9]([O:11][CH3:12])=[O:10])=[C:6]([C:16]2[CH:21]=[CH:20][CH:19]=[CH:18][CH:17]=2)[N:5]=[C:4](/[CH:22]=[CH:23]/[C:24]2[CH:29]=[CH:28][CH:27]=[CH:26][CH:25]=2)[N:3]=1. (3) Given the product [F:1][C:2]([F:7])([F:6])[C:3]([OH:5])=[O:4].[Cl:15][C:16]1[CH:17]=[N:18][C:19]2[NH:20][C:21]3[CH:22]=[CH:23][CH:24]=[C:25]([CH:45]=3)[CH2:26][CH2:27][C:28]3[CH:36]=[C:32]([NH:33][C:34]=1[N:35]=2)[CH:31]=[CH:30][C:29]=3[NH:37][C:38]([C@@H:40]1[CH2:44][CH2:43][N:42]([C:47]([NH:46][CH2:49][CH3:50])=[O:48])[CH2:41]1)=[O:39], predict the reactants needed to synthesize it. The reactants are: [F:1][C:2]([F:7])([F:6])[C:3]([OH:5])=[O:4].FC(F)(F)C(O)=O.[Cl:15][C:16]1[CH:17]=[N:18][C:19]2[NH:20][C:21]3[CH:22]=[CH:23][CH:24]=[C:25]([CH:45]=3)[CH2:26][CH2:27][C:28]3[CH:36]=[C:32]([NH:33][C:34]=1[N:35]=2)[CH:31]=[CH:30][C:29]=3[NH:37][C:38]([C@@H:40]1[CH2:44][CH2:43][NH:42][CH2:41]1)=[O:39].[N:46]([CH2:49][CH3:50])=[C:47]=[O:48]. (4) Given the product [CH3:1][O:2][C:3](=[O:15])[C:4]([NH:5][C:6]([O:8][C:9]([CH3:11])([CH3:10])[CH3:12])=[O:7])=[CH2:13], predict the reactants needed to synthesize it. The reactants are: [CH3:1][O:2][C:3](=[O:15])[C@H:4]([CH2:13]O)[NH:5][C:6]([O:8][C:9]([CH3:12])([CH3:11])[CH3:10])=[O:7].CCN=C=NCCCN(C)C. (5) Given the product [CH3:1][O:2][C:3]1[CH:4]=[C:5]2[C:10](=[CH:11][C:12]=1[O:13][CH3:14])[N:9]=[CH:8][CH:7]=[C:6]2[O:15][C:16]1[CH:22]=[CH:21][C:19]([NH:20][C:41](=[O:47])[O:40][CH2:38][CH2:61][CH2:60][S:59][C:56]2[CH:57]=[CH:58][C:53]([C:49]([CH3:50])([CH3:52])[CH3:51])=[CH:54][CH:55]=2)=[CH:18][CH:17]=1, predict the reactants needed to synthesize it. The reactants are: [CH3:1][O:2][C:3]1[CH:4]=[C:5]2[C:10](=[CH:11][C:12]=1[O:13][CH3:14])[N:9]=[CH:8][CH:7]=[C:6]2[O:15][C:16]1[CH:22]=[CH:21][C:19]([NH2:20])=[CH:18][CH:17]=1.C1(C)C=CC=CC=1.C(N(CC)CC)C.Cl[C:38](Cl)([O:40][C:41](=[O:47])OC(Cl)(Cl)Cl)Cl.[C:49]([C:53]1[CH:58]=[CH:57][C:56]([S:59][CH2:60][CH2:61]CO)=[CH:55][CH:54]=1)([CH3:52])([CH3:51])[CH3:50]. (6) Given the product [CH2:16]([O:15][CH:11]([C:2]1[S:1][CH:5]=[CH:4][N:3]=1)[O:12][CH2:13][CH3:14])[CH3:17], predict the reactants needed to synthesize it. The reactants are: [S:1]1[CH:5]=[CH:4][N:3]=[C:2]1C=O.C(O[CH:11]([O:15][CH2:16][CH3:17])[O:12][CH2:13][CH3:14])C.C1(C)C=CC(S(O)(=O)=O)=CC=1.C(=O)(O)[O-].[Na+]. (7) Given the product [O:1]1[C:5]2([CH2:10][CH2:9][N:8]([C:19]3[CH:18]=[CH:17][C:14]([CH:15]=[O:16])=[CH:13][C:12]=3[F:11])[CH2:7][CH2:6]2)[O:4][CH2:3][CH2:2]1, predict the reactants needed to synthesize it. The reactants are: [O:1]1[C:5]2([CH2:10][CH2:9][NH:8][CH2:7][CH2:6]2)[O:4][CH2:3][CH2:2]1.[F:11][C:12]1[CH:13]=[C:14]([CH:17]=[CH:18][C:19]=1F)[CH:15]=[O:16].